Dataset: TCR-epitope binding with 47,182 pairs between 192 epitopes and 23,139 TCRs. Task: Binary Classification. Given a T-cell receptor sequence (or CDR3 region) and an epitope sequence, predict whether binding occurs between them. (1) Result: 0 (the TCR does not bind to the epitope). The epitope is IPIQASLPF. The TCR CDR3 sequence is CASSFGGGSNYGYTF. (2) The epitope is KPLEFGATSAAL. The TCR CDR3 sequence is CASSHPGQGAHNEQFF. Result: 1 (the TCR binds to the epitope). (3) The epitope is IYSKHTPINL. The TCR CDR3 sequence is CASSVLYLNEQFF. Result: 0 (the TCR does not bind to the epitope). (4) The epitope is LLQTGIHVRVSQPSL. The TCR CDR3 sequence is CASSLEETQYF. Result: 1 (the TCR binds to the epitope). (5) The epitope is IPSINVHHY. The TCR CDR3 sequence is CASSYSTAGELFF. Result: 1 (the TCR binds to the epitope).